The task is: Predict the reactants needed to synthesize the given product.. This data is from Full USPTO retrosynthesis dataset with 1.9M reactions from patents (1976-2016). (1) Given the product [Cl:26][CH2:27][C:28]([N:16]1[CH2:17][CH2:18][N:13]([C:11]2[CH:12]=[C:7]([O:6][CH2:2][CH:3]([CH3:5])[CH3:4])[N:8]=[CH:9][N:10]=2)[CH2:14][CH2:15]1)=[O:29], predict the reactants needed to synthesize it. The reactants are: Cl.[CH2:2]([O:6][C:7]1[CH:12]=[C:11]([N:13]2[CH2:18][CH2:17][NH:16][CH2:15][CH2:14]2)[N:10]=[CH:9][N:8]=1)[CH:3]([CH3:5])[CH3:4].C(N(CC)CC)C.[Cl:26][CH2:27][C:28](Cl)=[O:29]. (2) Given the product [I:15][C:8]1[C:7]2[C:11](=[CH:12][C:4]([N+:1]([O-:3])=[O:2])=[CH:5][CH:6]=2)[NH:10][N:9]=1, predict the reactants needed to synthesize it. The reactants are: [N+:1]([C:4]1[CH:12]=[C:11]2[C:7]([CH:8]=[N:9][NH:10]2)=[CH:6][CH:5]=1)([O-:3])=[O:2].[OH-].[Na+].[I:15]I. (3) Given the product [Cl:1][C:2]1[CH:7]=[C:6]([C:8]([F:10])([F:11])[F:9])[CH:5]=[C:4]([Cl:12])[C:3]=1[N:13]1[C:17]([OH:18])=[C:16]([Cl:33])[CH:15]([C:19]#[N:20])[N:14]1[S:29][CH:28]([F:32])[F:31], predict the reactants needed to synthesize it. The reactants are: [Cl:1][C:2]1[CH:7]=[C:6]([C:8]([F:11])([F:10])[F:9])[CH:5]=[C:4]([Cl:12])[C:3]=1[N:13]1[C:17]([OH:18])=[CH:16][C:15]([C:19]#[N:20])=[N:14]1.N1C=CC=CC=1.Cl[C:28]([F:32])([F:31])[S:29]Cl.[Cl:33]CCl.